This data is from Catalyst prediction with 721,799 reactions and 888 catalyst types from USPTO. The task is: Predict which catalyst facilitates the given reaction. Reactant: [Cl:1][C:2]1[CH:10]=[CH:9][C:8]2[NH:7][C:6]3[CH2:11][CH2:12][N:13]([CH3:15])[CH2:14][C:5]=3[C:4]=2[CH:3]=1.[CH3:16][N:17]1[CH:22]=[C:21]([CH:23]=[CH2:24])[CH:20]=[CH:19][C:18]1=[O:25].[OH-].[K+]. Product: [Cl:1][C:2]1[CH:10]=[CH:9][C:8]2[N:7]([CH2:24][CH2:23][C:21]3[CH:20]=[CH:19][C:18](=[O:25])[N:17]([CH3:16])[CH:22]=3)[C:6]3[CH2:11][CH2:12][N:13]([CH3:15])[CH2:14][C:5]=3[C:4]=2[CH:3]=1. The catalyst class is: 37.